Dataset: Catalyst prediction with 721,799 reactions and 888 catalyst types from USPTO. Task: Predict which catalyst facilitates the given reaction. (1) Reactant: C(O[N:9]1[CH2:14][CH2:13][CH2:12][CH2:11][CH:10]1[C:15]([OH:17])=O)C1C=CC=CC=1.O[N:19]1C2C=CC=CC=2N=N1.Cl.CN(C)CCCN=C=NCC.N. Product: [NH:9]1[CH2:14][CH2:13][CH2:12][CH2:11][CH:10]1[C:15]([NH2:19])=[O:17]. The catalyst class is: 347. (2) Reactant: [Cl-].[Al+3].[Cl-].[Cl-].[Cl:5][C:6]1[S:10][C:9]([C:11]([O:13][CH3:14])=[O:12])=[CH:8][CH:7]=1.[Br:15]Br. Product: [Br:15][C:7]1[CH:8]=[C:9]([C:11]([O:13][CH3:14])=[O:12])[S:10][C:6]=1[Cl:5]. The catalyst class is: 22. (3) Reactant: [CH3:1][N:2]([CH3:6])[CH2:3][CH2:4][OH:5].[H-].[Na+].C(N=[CH:14][C:15]1[CH:16]=[C:17]2[C:22](=[CH:23][CH:24]=1)[N:21]=[CH:20][CH:19]=[C:18]2Cl)CCC.CN(C)C=[O:29]. Product: [CH3:1][N:2]([CH3:6])[CH2:3][CH2:4][O:5][C:18]1[C:17]2[C:22](=[CH:23][CH:24]=[C:15]([CH:14]=[O:29])[CH:16]=2)[N:21]=[CH:20][CH:19]=1. The catalyst class is: 775. (4) Reactant: C(OC([N:8]1[CH2:13][CH2:12][N:11]([C:14]2[CH:19]=[CH:18][C:17]([C:20]3[N:21]=[C:22]4[C:28]([C:29]([C:31]5([CH3:37])[CH2:36][CH2:35][CH2:34][CH2:33][CH2:32]5)=[O:30])=[CH:27][NH:26][C:23]4=[N:24][CH:25]=3)=[CH:16][CH:15]=2)[CH2:10][CH2:9]1)=O)(C)(C)C.C(O)(C(F)(F)F)=O. Product: [CH3:37][C:31]1([C:29]([C:28]2[C:22]3[C:23](=[N:24][CH:25]=[C:20]([C:17]4[CH:18]=[CH:19][C:14]([N:11]5[CH2:12][CH2:13][NH:8][CH2:9][CH2:10]5)=[CH:15][CH:16]=4)[N:21]=3)[NH:26][CH:27]=2)=[O:30])[CH2:36][CH2:35][CH2:34][CH2:33][CH2:32]1. The catalyst class is: 2.